From a dataset of Full USPTO retrosynthesis dataset with 1.9M reactions from patents (1976-2016). Predict the reactants needed to synthesize the given product. (1) Given the product [CH3:1][C:2]1[CH:7]=[CH:6][N:5]2[C:8]([C:11]3[CH:16]=[CH:15][CH:14]=[C:13]([C:27]4[CH:32]=[CH:31][CH:30]=[CH:29][N:28]=4)[CH:12]=3)=[CH:9][N:10]=[C:4]2[N:3]=1, predict the reactants needed to synthesize it. The reactants are: [CH3:1][C:2]1[CH:7]=[CH:6][N:5]2[C:8]([C:11]3[CH:16]=[CH:15][CH:14]=[C:13](B4OC(C)(C)C(C)(C)O4)[CH:12]=3)=[CH:9][N:10]=[C:4]2[N:3]=1.Br[C:27]1[CH:32]=[CH:31][CH:30]=[CH:29][N:28]=1. (2) The reactants are: [CH3:1][C:2]1[CH:3]=[N:4][CH:5]=[C:6]([CH:11]=1)[C:7]([O:9][CH3:10])=[O:8].Cl.[H][H]. Given the product [CH3:1][CH:2]1[CH2:3][NH:4][CH2:5][CH:6]([C:7]([O:9][CH3:10])=[O:8])[CH2:11]1, predict the reactants needed to synthesize it. (3) Given the product [Cl-:1].[CH3:2][S:3]([N:6]1[CH2:11][CH2:10][NH2+:9][CH2:8][CH2:7]1)(=[O:5])=[O:4], predict the reactants needed to synthesize it. The reactants are: [ClH:1].[CH3:2][S:3]([N:6]1[CH2:11][CH2:10][N:9](C(OC(C)(C)C)=O)[CH2:8][CH2:7]1)(=[O:5])=[O:4]. (4) The reactants are: [Cl:1][C:2]1[CH:7]=[CH:6][C:5]([C:8]2[CH:9]=[C:10]([C:20](O)=[O:21])[N:11]=[N:12][C:13]=2[O:14][CH2:15][C:16]([F:19])([F:18])[F:17])=[CH:4][CH:3]=1.[CH:23]1([C:26]2[CH:30]=[C:29]([CH2:31][NH2:32])[O:28][N:27]=2)[CH2:25][CH2:24]1. Given the product [CH:23]1([C:26]2[CH:30]=[C:29]([CH2:31][NH:32][C:20]([C:10]3[N:11]=[N:12][C:13]([O:14][CH2:15][C:16]([F:19])([F:17])[F:18])=[C:8]([C:5]4[CH:6]=[CH:7][C:2]([Cl:1])=[CH:3][CH:4]=4)[CH:9]=3)=[O:21])[O:28][N:27]=2)[CH2:25][CH2:24]1, predict the reactants needed to synthesize it. (5) Given the product [CH3:1][C:2]1([CH3:9])[O:7][CH2:6][CH:5]([O:8][N:11]2[C:15](=[O:16])[C:14]3[C:13](=[CH:20][CH:19]=[CH:18][CH:17]=3)[C:12]2=[O:21])[CH2:4][O:3]1, predict the reactants needed to synthesize it. The reactants are: [CH3:1][C:2]1([CH3:9])[O:7][CH2:6][CH:5]([OH:8])[CH2:4][O:3]1.O[N:11]1[C:15](=[O:16])[C:14]2=[CH:17][CH:18]=[CH:19][CH:20]=[C:13]2[C:12]1=[O:21].C1(P(C2C=CC=CC=2)C2C=CC=CC=2)C=CC=CC=1.N(C(OCC)=O)=NC(OCC)=O.